From a dataset of Full USPTO retrosynthesis dataset with 1.9M reactions from patents (1976-2016). Predict the reactants needed to synthesize the given product. (1) Given the product [F:1][C:2]1[CH:3]=[CH:4][C:5]([CH2:6][C:7]2[N:8]=[C:9]([NH:36][CH3:35])[C:10]3[CH2:16][CH2:15][N:14]([C:17]([O:19][C:20]([CH3:23])([CH3:22])[CH3:21])=[O:18])[CH2:13][CH2:12][C:11]=3[N:24]=2)=[CH:33][CH:34]=1, predict the reactants needed to synthesize it. The reactants are: [F:1][C:2]1[CH:34]=[CH:33][C:5]([CH2:6][C:7]2[N:8]=[C:9](OS(C(F)(F)F)(=O)=O)[C:10]3[CH2:16][CH2:15][N:14]([C:17]([O:19][C:20]([CH3:23])([CH3:22])[CH3:21])=[O:18])[CH2:13][CH2:12][C:11]=3[N:24]=2)=[CH:4][CH:3]=1.[CH3:35][NH2:36].C1COCC1. (2) Given the product [Cl:8][C:7]1[C:2]([N:14]2[CH2:13][CH2:12][CH:11]([OH:16])[CH2:10][CH2:15]2)=[N:3][CH:4]=[CH:5][CH:6]=1, predict the reactants needed to synthesize it. The reactants are: Cl[C:2]1[C:7]([Cl:8])=[CH:6][CH:5]=[CH:4][N:3]=1.O[CH:10]1[CH2:15][NH:14][CH2:13][CH2:12][CH2:11]1.[OH2:16]. (3) Given the product [Br:1][C:2]1[CH:10]=[C:9]2[C:5]([C:6]([CH2:19][OH:20])([CH2:21][OH:22])[C:7](=[O:18])[NH:8]2)=[CH:4][CH:3]=1, predict the reactants needed to synthesize it. The reactants are: [Br:1][C:2]1[CH:10]=[C:9]2[C:5]([C:6]([CH2:21][OH:22])([CH2:19][OH:20])[C:7](=[O:18])[N:8]2C(OC(C)(C)C)=O)=[CH:4][CH:3]=1.C(O)(C(F)(F)F)=O. (4) Given the product [N+:12]([C:15]1[CH:16]=[C:17]([C@H:21]([OH:23])[CH3:22])[CH:18]=[CH:19][CH:20]=1)([O-:14])=[O:13], predict the reactants needed to synthesize it. The reactants are: C1C2C(=CC=CC=2)[C@H](N)[C@@H]1O.[N+:12]([C:15]1[CH:16]=[C:17]([C:21](=[O:23])[CH3:22])[CH:18]=[CH:19][CH:20]=1)([O-:14])=[O:13].